This data is from Full USPTO retrosynthesis dataset with 1.9M reactions from patents (1976-2016). The task is: Predict the reactants needed to synthesize the given product. (1) Given the product [N+:12]([C:3]1[CH:4]=[C:5]([S:8]([N:15]2[CH2:21][CH2:20][CH2:19][CH2:18][C:17]3[CH:22]=[CH:23][CH:24]=[CH:25][C:16]2=3)(=[O:10])=[O:9])[CH:6]=[CH:7][C:2]=1[Cl:1])([O-:14])=[O:13], predict the reactants needed to synthesize it. The reactants are: [Cl:1][C:2]1[CH:7]=[CH:6][C:5]([S:8](Cl)(=[O:10])=[O:9])=[CH:4][C:3]=1[N+:12]([O-:14])=[O:13].[NH:15]1[CH2:21][CH2:20][CH2:19][CH2:18][C:17]2[CH:22]=[CH:23][CH:24]=[CH:25][C:16]1=2.C(N(CC)CC)C. (2) Given the product [NH2:102][C@@H:107]1[CH2:103][CH2:104][N:105]([CH2:108][C:109]2[CH:114]=[CH:113][C:112]([C:115]([NH:116][CH2:117][C:118]3[CH:123]=[C:122]([Cl:124])[CH:121]=[CH:120][C:119]=3[S:125]([CH2:128][CH3:129])(=[O:127])=[O:126])=[O:130])=[CH:111][C:110]=2[O:131][C:132]([F:133])([F:134])[F:135])[CH2:106]1, predict the reactants needed to synthesize it. The reactants are: C(OC(=O)C1C=CC(Cl)=C(OC(F)(F)F)C=1)C.C(OC(N[C@@H]1CCN(C[B-](F)(F)F)C1)=O)(C)(C)C.[K+].C(OC(N1CCN(CC2C=CC(C(OCC)=O)=CC=2OC(F)(F)F)CC1)=O)(C)(C)C.C(OC(N1CCN(CC2C=CC(C(O)=O)=CC=2OC(F)(F)F)CC1)=O)(C)(C)C.C(OC([N:102]1[CH2:107][CH2:106][N:105]([CH2:108][C:109]2[CH:114]=[CH:113][C:112]([C:115](=[O:130])[NH:116][CH2:117][C:118]3[CH:123]=[C:122]([Cl:124])[CH:121]=[CH:120][C:119]=3[S:125]([CH2:128][CH3:129])(=[O:127])=[O:126])=[CH:111][C:110]=2[O:131][C:132]([F:135])([F:134])[F:133])[CH2:104][CH2:103]1)=O)(C)(C)C.COC1C=CC=C(OC)C=1C1C=CC=CC=1P(C1CCCCC1)C1CCCCC1. (3) Given the product [NH2:1][C:4]1[CH:5]=[CH:6][C:7]([N:10]2[CH2:15][CH2:14][O:13][CH2:12][C@@H:11]2[CH2:16][OH:17])=[CH:8][CH:9]=1, predict the reactants needed to synthesize it. The reactants are: [N+:1]([C:4]1[CH:9]=[CH:8][C:7]([N:10]2[CH2:15][CH2:14][O:13][CH2:12][C@@H:11]2[CH2:16][OH:17])=[CH:6][CH:5]=1)([O-])=O. (4) The reactants are: [N:1]1([C:7]2[C:8]3[S:15][C:14]4[N:16]=[CH:17][CH:18]=[CH:19][C:13]=4[C:9]=3[N:10]=[CH:11][N:12]=2)[CH2:6][CH2:5][NH:4][CH2:3][CH2:2]1.N1C=CC=CC=1.[Cl-].[O:27]1[C:31]2[CH:32]=[CH:33][C:34]([CH2:36][NH:37][CH:38]=[S:39])=[CH:35][C:30]=2[O:29][CH2:28]1.CO. Given the product [O:27]1[C:31]2[CH:32]=[CH:33][C:34]([CH2:36][NH:37][C:38]([N:4]3[CH2:3][CH2:2][N:1]([C:7]4[N:12]=[CH:11][N:10]=[C:9]5[C:8]=4[S:15][C:14]4[N:16]=[CH:17][CH:18]=[CH:19][C:13]5=4)[CH2:6][CH2:5]3)=[S:39])=[CH:35][C:30]=2[O:29][CH2:28]1, predict the reactants needed to synthesize it. (5) Given the product [N:23]1([CH2:22][CH2:21][NH:20][S:17]([C:14]2[CH:13]=[CH:12][C:11]([NH:10][C:29](=[O:32])[CH:30]=[CH2:31])=[CH:16][CH:15]=2)(=[O:19])=[O:18])[CH2:24][CH2:25][O:26][CH2:27][CH2:28]1, predict the reactants needed to synthesize it. The reactants are: C(N(C(C)C)CC)(C)C.[NH2:10][C:11]1[CH:16]=[CH:15][C:14]([S:17]([NH:20][CH2:21][CH2:22][N:23]2[CH2:28][CH2:27][O:26][CH2:25][CH2:24]2)(=[O:19])=[O:18])=[CH:13][CH:12]=1.[C:29](Cl)(=[O:32])[CH:30]=[CH2:31]. (6) Given the product [Br:1][C:2]1[CH:15]=[CH:14][C:5]([C:6]([C:8]2[CH:13]=[CH:12][CH:11]=[CH:10][CH:9]=2)=[C:6]([C:5]2[CH:4]=[CH:3][C:2]([Br:1])=[CH:15][CH:14]=2)[C:8]2[CH:9]=[CH:10][CH:11]=[CH:12][CH:13]=2)=[CH:4][CH:3]=1, predict the reactants needed to synthesize it. The reactants are: [Br:1][C:2]1[CH:15]=[CH:14][C:5]([C:6]([C:8]2[CH:13]=[CH:12][CH:11]=[CH:10][CH:9]=2)=O)=[CH:4][CH:3]=1. (7) Given the product [F:1][C:2]([F:15])([F:14])[S:3]([O:6][CH2:26][CH:17]1[CH2:18][CH2:19][C:20]2[C:25](=[CH:24][CH:23]=[CH:22][CH:21]=2)[O:16]1)(=[O:5])=[O:4], predict the reactants needed to synthesize it. The reactants are: [F:1][C:2]([F:15])([F:14])[S:3]([O:6]S(C(F)(F)F)(=O)=O)(=[O:5])=[O:4].[O:16]1[C:25]2[C:20](=[CH:21][CH:22]=[CH:23][CH:24]=2)[CH2:19][CH2:18][CH:17]1[CH2:26]O.N1C=CC=CC=1.O.